Dataset: Forward reaction prediction with 1.9M reactions from USPTO patents (1976-2016). Task: Predict the product of the given reaction. (1) Given the reactants [Cl:1][C:2]1[N:10]([C:11]2[CH:16]=[CH:15][C:14]([C:17]3[CH:22]=[CH:21][CH:20]=[C:19]([O:23][CH3:24])[C:18]=3[OH:25])=[CH:13][CH:12]=2)[C:9]2[C:8](=[O:26])[N:7]([CH2:27][CH2:28][C:29]([OH:31])=O)[C:6](=[O:32])[NH:5][C:4]=2[CH:3]=1.[CH3:33][N:34](C(ON1N=NC2C=CC=NC1=2)=[N+](C)C)C.F[P-](F)(F)(F)(F)F.CN, predict the reaction product. The product is: [Cl:1][C:2]1[N:10]([C:11]2[CH:16]=[CH:15][C:14]([C:17]3[CH:22]=[CH:21][CH:20]=[C:19]([O:23][CH3:24])[C:18]=3[OH:25])=[CH:13][CH:12]=2)[C:9]2[C:8](=[O:26])[N:7]([CH2:27][CH2:28][C:29]([NH:34][CH3:33])=[O:31])[C:6](=[O:32])[NH:5][C:4]=2[CH:3]=1. (2) Given the reactants O=C1C2C(=CC=CC=2)C(=O)[N:3]1[CH2:12][C:13]1[CH:18]=[CH:17][C:16]([NH:19][C:20](=[O:39])[C:21]2[CH:26]=[CH:25][C:24]([CH3:27])=[C:23]([C:28]#[C:29][C:30]3[N:34]4[N:35]=[CH:36][CH:37]=[CH:38][C:33]4=[N:32][CH:31]=3)[CH:22]=2)=[CH:15][C:14]=1[C:40]([F:43])([F:42])[F:41].O.NN.C(=O)(O)[O-].[K+], predict the reaction product. The product is: [NH2:3][CH2:12][C:13]1[CH:18]=[CH:17][C:16]([NH:19][C:20](=[O:39])[C:21]2[CH:26]=[CH:25][C:24]([CH3:27])=[C:23]([C:28]#[C:29][C:30]3[N:34]4[N:35]=[CH:36][CH:37]=[CH:38][C:33]4=[N:32][CH:31]=3)[CH:22]=2)=[CH:15][C:14]=1[C:40]([F:41])([F:43])[F:42].